From a dataset of Full USPTO retrosynthesis dataset with 1.9M reactions from patents (1976-2016). Predict the reactants needed to synthesize the given product. Given the product [CH2:1]([C:3]1[CH:8]=[CH:7][C:6]([CH:9]2[CH2:10][CH:11]([C:23]3[O:25][N:36]=[C:33]([C:30]4[CH:31]=[CH:32][C:27]([F:26])=[CH:28][CH:29]=4)[N:34]=3)[CH2:12][N:13]([C:15]([N:17]3[CH2:22][CH2:21][O:20][CH2:19][CH2:18]3)=[O:16])[CH2:14]2)=[CH:5][CH:4]=1)[CH3:2], predict the reactants needed to synthesize it. The reactants are: [CH2:1]([C:3]1[CH:8]=[CH:7][C:6]([CH:9]2[CH2:14][N:13]([C:15]([N:17]3[CH2:22][CH2:21][O:20][CH2:19][CH2:18]3)=[O:16])[CH2:12][CH:11]([C:23]([OH:25])=O)[CH2:10]2)=[CH:5][CH:4]=1)[CH3:2].[F:26][C:27]1[CH:32]=[CH:31][C:30]([C:33](=[NH:36])[NH:34]O)=[CH:29][CH:28]=1.